Dataset: Reaction yield outcomes from USPTO patents with 853,638 reactions. Task: Predict the reaction yield, written as a fraction of the theoretical maximum amount of product (1.0 means a 100% yield; for example, 0.34 means a 34% yield). (1) The reactants are [CH3:1][O:2][C:3]1[CH:8]=[CH:7][C:6]([S:9]([N:12]2[CH2:18][C:17]3[CH:19]=[CH:20][C:21]([C:23]([O:25]C)=O)=[CH:22][C:16]=3[O:15][CH2:14][CH2:13]2)(=[O:11])=[O:10])=[CH:5][CH:4]=1.[NH2:27][OH:28].[OH-].[Na+]. The catalyst is C1COCC1.CO. The product is [OH:28][NH:27][C:23]([C:21]1[CH:20]=[CH:19][C:17]2[CH2:18][N:12]([S:9]([C:6]3[CH:7]=[CH:8][C:3]([O:2][CH3:1])=[CH:4][CH:5]=3)(=[O:11])=[O:10])[CH2:13][CH2:14][O:15][C:16]=2[CH:22]=1)=[O:25]. The yield is 0.800. (2) The reactants are [CH2:1]([O:8][C:9]1[CH:10]=[CH:11][C:12](Br)=[N:13][CH:14]=1)[C:2]1[CH:7]=[CH:6][CH:5]=[CH:4][CH:3]=1.[NH2:16][C:17]1[CH:22]=[CH:21][CH:20]=[CH:19][N:18]=1.C(O[K])(C)(C)C. The catalyst is C1(C)C=CC=CC=1.C(Cl)Cl.C1C=CC(/C=C/C(/C=C/C2C=CC=CC=2)=O)=CC=1.C1C=CC(/C=C/C(/C=C/C2C=CC=CC=2)=O)=CC=1.C1C=CC(/C=C/C(/C=C/C2C=CC=CC=2)=O)=CC=1.[Pd].[Pd]. The product is [CH2:1]([O:8][C:9]1[CH:10]=[CH:11][C:12]([NH:16][C:17]2[CH:22]=[CH:21][CH:20]=[CH:19][N:18]=2)=[N:13][CH:14]=1)[C:2]1[CH:7]=[CH:6][CH:5]=[CH:4][CH:3]=1. The yield is 0.910. (3) The reactants are Br[CH2:2][C:3]1[CH:4]=[C:5]2[C:10](=[CH:11][CH:12]=1)[N:9]=[CH:8][CH:7]=[N:6]2.[C-:13]#[N:14].[Na+]. The catalyst is C(O)C. The product is [N:9]1[C:10]2[C:5](=[CH:4][C:3]([CH2:2][C:13]#[N:14])=[CH:12][CH:11]=2)[N:6]=[CH:7][CH:8]=1. The yield is 0.230. (4) The reactants are [CH3:1][O:2][C:3]1[C:11]([O:12][CH2:13][C:14]2[CH:19]=[CH:18][CH:17]=[CH:16][CH:15]=2)=[CH:10][C:6]([C:7](O)=[O:8])=[C:5]([N+:20]([O-:22])=[O:21])[CH:4]=1.C(Cl)(=O)C(Cl)=O.O.[OH-].[NH4+:31]. The catalyst is C1COCC1.CN(C=O)C. The product is [CH3:1][O:2][C:3]1[C:11]([O:12][CH2:13][C:14]2[CH:19]=[CH:18][CH:17]=[CH:16][CH:15]=2)=[CH:10][C:6]([C:7]([NH2:31])=[O:8])=[C:5]([N+:20]([O-:22])=[O:21])[CH:4]=1. The yield is 0.650. (5) The reactants are [Cl-].O[NH3+:3].[C:4](=[O:7])([O-])[OH:5].[Na+].CS(C)=O.[CH3:13][C:14]1([CH3:50])[CH2:18][C:17]2[CH:19]=[C:20]([N:23]3[C:28](=[O:29])[C:27]([CH2:30][C:31]4[CH:36]=[CH:35][C:34]([C:37]5[C:38]([C:43]#[N:44])=[CH:39][CH:40]=[CH:41][CH:42]=5)=[C:33]([F:45])[CH:32]=4)=[C:26]([CH2:46][CH2:47][CH3:48])[N:25]=[C:24]3[CH3:49])[CH:21]=[CH:22][C:16]=2[O:15]1. The catalyst is C(OCC)(=O)C. The product is [CH3:13][C:14]1([CH3:50])[CH2:18][C:17]2[CH:19]=[C:20]([N:23]3[C:28](=[O:29])[C:27]([CH2:30][C:31]4[CH:36]=[CH:35][C:34]([C:37]5[CH:42]=[CH:41][CH:40]=[CH:39][C:38]=5[C:43]5[NH:3][C:4](=[O:7])[O:5][N:44]=5)=[C:33]([F:45])[CH:32]=4)=[C:26]([CH2:46][CH2:47][CH3:48])[N:25]=[C:24]3[CH3:49])[CH:21]=[CH:22][C:16]=2[O:15]1. The yield is 0.550. (6) The reactants are [C:1]([OH:8])(=[O:7])/[CH:2]=[CH:3]/[C:4]([OH:6])=[O:5].[NH2:9][CH2:10][CH2:11][O:12]/[N:13]=[C:14]1/[C:15]([CH3:37])([CH3:36])[C@@:16]2([OH:35])[C@:29]([CH3:32])([CH2:30][CH2:31]/1)[C@@H:28]1[C@H:19]([C@H:20]3[C@@:24]([CH2:26][CH2:27]1)([CH3:25])[C@@H:23]([OH:33])[CH2:22][CH2:21]3)[CH2:18][C@@H:17]2[OH:34].C1C(=O)N(Br)C(=O)C1.C1COCC1. The catalyst is O1CCOCC1.O.[Cl-].[Na+].O. The product is [C:1]([OH:8])(=[O:7])/[CH:2]=[CH:3]/[C:4]([OH:6])=[O:5].[NH2:9][CH2:10][CH2:11][O:12]/[N:13]=[C:14]1/[C:15]([CH3:37])([CH3:36])[C@@:16]2([OH:35])[C@:29]([CH3:32])([CH2:30][CH2:31]/1)[C@@H:28]1[C@H:19]([C@H:20]3[C@@:24]([CH2:26][CH2:27]1)([CH3:25])[C:23](=[O:33])[CH2:22][CH2:21]3)[CH2:18][C@@H:17]2[OH:34]. The yield is 0.550. (7) The reactants are [C:1]([O:5][C:6]([NH:8][C@@H:9]([CH2:13][NH:14][S:15]([C:18]1[CH:23]=[CH:22][CH:21]=[CH:20][C:19]=1[N+:24]([O-:26])=[O:25])(=[O:17])=[O:16])[C:10](O)=[O:11])=[O:7])([CH3:4])([CH3:3])[CH3:2].C1C=CC2N(O)N=NC=2C=1.CCN=C=NCCCN(C)C.Cl.[CH2:49]([O:51][C:52](=[O:56])[CH2:53][NH:54][CH3:55])[CH3:50]. The yield is 0.910. The catalyst is CN(C=O)C.C(Cl)(Cl)Cl. The product is [CH2:49]([O:51][C:52](=[O:56])[CH2:53][N:54]([C:10](=[O:11])[C@@H:9]([NH:8][C:6]([O:5][C:1]([CH3:3])([CH3:2])[CH3:4])=[O:7])[CH2:13][NH:14][S:15]([C:18]1[CH:23]=[CH:22][CH:21]=[CH:20][C:19]=1[N+:24]([O-:26])=[O:25])(=[O:16])=[O:17])[CH3:55])[CH3:50]. (8) The reactants are I[C:2]1[C:3]([CH3:10])=[CH:4][C:5]([NH2:9])=[N:6][C:7]=1[CH3:8].C(OCC)(=O)C.O.[CH3:18][N:19](C=O)C. The catalyst is [C-]#N.[C-]#N.[Zn+2].C1C=CC([P]([Pd]([P](C2C=CC=CC=2)(C2C=CC=CC=2)C2C=CC=CC=2)([P](C2C=CC=CC=2)(C2C=CC=CC=2)C2C=CC=CC=2)[P](C2C=CC=CC=2)(C2C=CC=CC=2)C2C=CC=CC=2)(C2C=CC=CC=2)C2C=CC=CC=2)=CC=1. The product is [NH2:9][C:5]1[CH:4]=[C:3]([CH3:10])[C:2]([C:18]#[N:19])=[C:7]([CH3:8])[N:6]=1. The yield is 0.840.